This data is from Catalyst prediction with 721,799 reactions and 888 catalyst types from USPTO. The task is: Predict which catalyst facilitates the given reaction. (1) Reactant: [CH:1]1[C:6]([CH2:7][C@@H:8]([NH2:12])[C:9]([OH:11])=[O:10])=[CH:5][CH:4]=[C:3]([Cl:13])[CH:2]=1.[CH3:14][C:15]([O:18][C:19](O[C:19]([O:18][C:15]([CH3:17])([CH3:16])[CH3:14])=[O:20])=[O:20])([CH3:17])[CH3:16].C(N(CC)CC)C. Product: [CH3:14][C:15]([O:18][C:19]([NH:12][C@@H:8]([C:9]([OH:11])=[O:10])[CH2:7][C:6]1[CH:5]=[CH:4][C:3]([Cl:13])=[CH:2][CH:1]=1)=[O:20])([CH3:17])[CH3:16]. The catalyst class is: 283. (2) Product: [Cl:1][C:2]1[C:11]2[C:6](=[CH:7][CH:8]=[C:9]([Cl:12])[CH:10]=2)[N:5]=[C:4]([N:13]2[CH2:19][CH2:18][CH2:17][C:16]3[CH:20]=[C:21]([C:24]([OH:26])=[O:25])[CH:22]=[CH:23][C:15]=3[CH2:14]2)[CH:3]=1. The catalyst class is: 69. Reactant: [Cl:1][C:2]1[C:11]2[C:6](=[CH:7][CH:8]=[C:9]([Cl:12])[CH:10]=2)[N:5]=[C:4]([N:13]2[CH2:19][CH2:18][CH2:17][C:16]3[CH:20]=[C:21]([C:24]([O:26]C)=[O:25])[CH:22]=[CH:23][C:15]=3[CH2:14]2)[CH:3]=1.CO.[OH-].[Na+].Cl. (3) Reactant: [F:1][C:2]1[CH:10]=[C:9]2[C:5]([C:6]([C:11]3[CH:12]=[CH:13][C:14]4[N:18]=[C:17]([CH:19]5[CH2:24][CH2:23][NH:22][CH2:21][CH2:20]5)[NH:16][C:15]=4[CH:25]=3)=[CH:7][NH:8]2)=[CH:4][CH:3]=1.CCN(CC)CC.[CH3:33][S:34](Cl)(=[O:36])=[O:35]. Product: [F:1][C:2]1[CH:10]=[C:9]2[C:5]([C:6]([C:11]3[CH:12]=[CH:13][C:14]4[N:18]=[C:17]([CH:19]5[CH2:20][CH2:21][N:22]([S:34]([CH3:33])(=[O:36])=[O:35])[CH2:23][CH2:24]5)[NH:16][C:15]=4[CH:25]=3)=[CH:7][NH:8]2)=[CH:4][CH:3]=1. The catalyst class is: 2. (4) Reactant: [Cl:1][C:2]1[CH:7]=[CH:6][CH:5]=[CH:4][C:3]=1[C:8]1[N:9]([C:24]2[CH:29]=[CH:28][C:27]([Cl:30])=[CH:26][CH:25]=2)[C:10]2[C:15]([N:16]=1)=[C:14]([NH:17][CH:18]1[CH2:23][CH2:22][NH:21][CH2:20][CH2:19]1)[N:13]=[CH:12][N:11]=2.[CH3:31][S:32](Cl)(=[O:34])=[O:33].C(N(CC)CC)C. Product: [Cl:1][C:2]1[CH:7]=[CH:6][CH:5]=[CH:4][C:3]=1[C:8]1[N:9]([C:24]2[CH:25]=[CH:26][C:27]([Cl:30])=[CH:28][CH:29]=2)[C:10]2[C:15]([N:16]=1)=[C:14]([NH:17][CH:18]1[CH2:23][CH2:22][N:21]([S:32]([CH3:31])(=[O:34])=[O:33])[CH2:20][CH2:19]1)[N:13]=[CH:12][N:11]=2. The catalyst class is: 1. (5) Reactant: F[C:2](F)([C:8]([F:17])([F:16])[C:9]([F:15])([F:14])[C:10]([F:13])([F:12])[F:11])[CH:3]=[C:4](I)[CH2:5][OH:6].[OH2:19].Cl.[NH2:21]O.C(=O)([O-])[O-].[K+].[K+]. Product: [F:14][C:9]([F:15])([C:10]([F:13])([F:12])[F:11])[C:8]([F:17])([F:16])[C:2]1[O:19][N:21]=[C:4]([CH2:5][OH:6])[CH:3]=1. The catalyst class is: 8. (6) Reactant: [Cl:1][C:2]1[CH:10]=[CH:9][CH:8]=[C:7]2[C:3]=1[C:4]([C:16](=[O:21])C(F)(F)F)=[CH:5][N:6]2[CH2:11][CH2:12][CH:13]([F:15])[F:14].[OH-:22].[K+]. Product: [Cl:1][C:2]1[CH:10]=[CH:9][CH:8]=[C:7]2[C:3]=1[C:4]([C:16]([OH:21])=[O:22])=[CH:5][N:6]2[CH2:11][CH2:12][CH:13]([F:14])[F:15]. The catalyst class is: 33. (7) Reactant: [NH2:1][C:2]1[C:7]([F:8])=[C:6]([C:9]2[C:17]([F:18])=[C:16]3[C:12]([CH:13]=[CH:14][NH:15]3)=[CH:11][CH:10]=2)[N:5]=[C:4]([C:19]([O:21]C)=[O:20])[C:3]=1[Cl:23].[OH-].[Na+].Cl. Product: [NH2:1][C:2]1[C:7]([F:8])=[C:6]([C:9]2[C:17]([F:18])=[C:16]3[C:12]([CH:13]=[CH:14][NH:15]3)=[CH:11][CH:10]=2)[N:5]=[C:4]([C:19]([OH:21])=[O:20])[C:3]=1[Cl:23]. The catalyst class is: 5.